Dataset: Full USPTO retrosynthesis dataset with 1.9M reactions from patents (1976-2016). Task: Predict the reactants needed to synthesize the given product. (1) The reactants are: [C:1]([C:4]1[CH:5]=[C:6]([C:11]2[C:12]([C:17]([O:19][CH3:20])=[O:18])=[N:13][CH:14]=[CH:15][CH:16]=2)[CH:7]=[CH:8][C:9]=1[Cl:10])([OH:3])=O.C(Cl)(=O)C(Cl)=O.Cl.[C:28]12([CH2:38][CH2:39][NH2:40])[CH2:37][CH:32]3[CH2:33][CH:34]([CH2:36][CH:30]([CH2:31]3)[CH2:29]1)[CH2:35]2. Given the product [Cl:10][C:9]1[CH:8]=[CH:7][C:6]([C:11]2[C:12]([C:17]([O:19][CH3:20])=[O:18])=[N:13][CH:14]=[CH:15][CH:16]=2)=[CH:5][C:4]=1[C:1]([NH:40][CH2:39][CH2:38][C:28]12[CH2:37][CH:32]3[CH2:33][CH:34]([CH2:36][CH:30]([CH2:31]3)[CH2:29]1)[CH2:35]2)=[O:3], predict the reactants needed to synthesize it. (2) Given the product [CH3:1][O:2][C:3]1[CH:4]=[C:5]([CH:17]=[C:18]([O:22][CH3:23])[C:19]=1[O:20][CH3:21])[CH2:6][CH2:7][C:8]1[CH:9]=[C:10]2[C:14](=[CH:15][CH:16]=1)[NH:13][CH2:12][CH2:11]2, predict the reactants needed to synthesize it. The reactants are: [CH3:1][O:2][C:3]1[CH:4]=[C:5]([CH:17]=[C:18]([O:22][CH3:23])[C:19]=1[O:20][CH3:21])[CH2:6][CH2:7][C:8]1[CH:9]=[C:10]2[C:14](=[CH:15][CH:16]=1)[NH:13][CH:12]=[CH:11]2.[BH3-]C#N.[Na+]. (3) Given the product [CH3:18][C:16]1([CH3:19])[C:15]2[C:10](=[CH:11][CH:12]=[C:13]([S:20]([N:23]3[CH2:28][CH2:27][O:26][CH2:25][CH2:24]3)(=[O:22])=[O:21])[CH:14]=2)[NH:9][CH:8]([C:4]2[CH:5]=[CH:6][CH:7]=[C:2]([N:29]3[CH2:34][CH2:33][NH:32][CH2:31][CH2:30]3)[CH:3]=2)[CH2:17]1, predict the reactants needed to synthesize it. The reactants are: Br[C:2]1[CH:3]=[C:4]([CH:8]2[CH2:17][C:16]([CH3:19])([CH3:18])[C:15]3[C:10](=[CH:11][CH:12]=[C:13]([S:20]([N:23]4[CH2:28][CH2:27][O:26][CH2:25][CH2:24]4)(=[O:22])=[O:21])[CH:14]=3)[NH:9]2)[CH:5]=[CH:6][CH:7]=1.[NH:29]1[CH2:34][CH2:33][NH:32][CH2:31][CH2:30]1.Cl.CN(C)CC(O)=O.C(=O)([O-])[O-].[K+].[K+]. (4) Given the product [CH3:1][O:2][CH2:3][C:4](=[O:10])[CH2:5][C:6]([N:11]1[CH2:16][CH2:15][O:14][CH2:13][CH2:12]1)=[O:8], predict the reactants needed to synthesize it. The reactants are: [CH3:1][O:2][CH2:3][C:4](=[O:10])[CH2:5][C:6]([O:8]C)=O.[NH:11]1[CH2:16][CH2:15][O:14][CH2:13][CH2:12]1. (5) The reactants are: [Se:1]1[CH:5]=[CH:4][CH:3]=[C:2]1[C:6]1[Se:7][CH:8]=[CH:9][C:10]=1[C:11]1[Se:12][CH:13]=[CH:14][C:15]=1[C:16]1[Se:17][CH:18]=[CH:19][C:20]=1C1[Se]C=CC=1C1[Se]C=CC=1C1[Se]C=CC=1C1[Se]C=CC=1.C1C(=O)N([Br:48])C(=O)C1. Given the product [Br:48][C:2]1([C:6]2[Se:7][CH:8]=[CH:9][C:10]=2[C:11]2[Se:12][CH:13]=[CH:14][C:15]=2[C:16]2[Se:17][CH:18]=[CH:19][CH:20]=2)[CH2:3][CH:4]=[CH:5][Se:1]1, predict the reactants needed to synthesize it. (6) The reactants are: [B:1](N(C)C)(N(C)C)[B:2](N(C)C)N(C)C.[OH:15][C:16]([C:19]([OH:22])([CH3:21])[CH3:20])([CH3:18])[CH3:17]. Given the product [B:1]1([B:2]2[O:22][C:19]([CH3:21])([CH3:20])[C:16]([CH3:18])([CH3:17])[O:15]2)[O:22][C:19]([CH3:21])([CH3:20])[C:16]([CH3:18])([CH3:17])[O:15]1, predict the reactants needed to synthesize it. (7) Given the product [CH:1]1([C:4]2[N:29]([C@H:30]3[CH2:31][CH2:32][C@H:33]([CH2:36][C:37]#[N:38])[CH2:34][CH2:35]3)[C:21]3=[C:22]4[S:28][CH:27]=[CH:26][C:23]4=[N:24][CH:25]=[C:20]3[N:19]=2)[CH2:3][CH2:2]1, predict the reactants needed to synthesize it. The reactants are: [CH:1]1([C:4](N)=O)[CH2:3][CH2:2]1.F[B-](F)(F)F.C([O+](CC)CC)C.[NH2:19][C:20]1[C:21]([NH:29][C@H:30]2[CH2:35][CH2:34][C@H:33]([CH2:36][C:37]#[N:38])[CH2:32][CH2:31]2)=[C:22]2[S:28][CH:27]=[CH:26][C:23]2=[N:24][CH:25]=1. (8) Given the product [NH2:11][C:12]12[CH2:18][CH2:17][CH:16]([CH2:19][CH2:20]1)[CH2:15][N:14]1[C:21](=[O:31])[C:22]([OH:30])=[C:23]([C:25]([O:27][CH2:28][CH3:29])=[O:26])[N:24]=[C:13]21, predict the reactants needed to synthesize it. The reactants are: C(OC([NH:11][C:12]12[CH2:20][CH2:19][CH:16]([CH2:17][CH2:18]1)[CH2:15][N:14]1[C:21](=[O:31])[C:22]([OH:30])=[C:23]([C:25]([O:27][CH2:28][CH3:29])=[O:26])[N:24]=[C:13]21)=O)C1C=CC=CC=1.Cl.[H][H]. (9) Given the product [N:72]([CH2:11][C@H:10]([CH:13]1[CH2:15][CH2:14]1)[C@H:9]([C@H:16]1[CH2:20][O:19][C:18]([CH3:22])([CH3:21])[N:17]1[C:23]([O:25][C:26]([CH3:29])([CH3:28])[CH3:27])=[O:24])[O:8][Si:1]([C:4]([CH3:7])([CH3:6])[CH3:5])([CH3:3])[CH3:2])=[N+:73]=[N-:74], predict the reactants needed to synthesize it. The reactants are: [Si:1]([O:8][C@@H:9]([C@H:16]1[CH2:20][O:19][C:18]([CH3:22])([CH3:21])[N:17]1[C:23]([O:25][C:26]([CH3:29])([CH3:28])[CH3:27])=[O:24])[C@@H:10]([CH:13]1[CH2:15][CH2:14]1)[CH2:11]O)([C:4]([CH3:7])([CH3:6])[CH3:5])([CH3:3])[CH3:2].C1(P(C2C=CC=CC=2)C2C=CC=CC=2)C=CC=CC=1.CC(OC(/N=N/C(OC(C)C)=O)=O)C.C1C=CC(OP(OC2C=CC=CC=2)([N:72]=[N+:73]=[N-:74])=O)=CC=1.